Dataset: Full USPTO retrosynthesis dataset with 1.9M reactions from patents (1976-2016). Task: Predict the reactants needed to synthesize the given product. (1) Given the product [C:11]([O:15][C:16]([N:18]1[CH2:23][CH2:22][N:21]([C:5]2[CH:6]=[CH:7][C:2]([Cl:1])=[CH:3][CH:4]=2)[CH:20]([CH2:24][C:25]([O:27][CH3:28])=[O:26])[CH2:19]1)=[O:17])([CH3:14])([CH3:13])[CH3:12], predict the reactants needed to synthesize it. The reactants are: [Cl:1][C:2]1[CH:7]=[CH:6][C:5](B(O)O)=[CH:4][CH:3]=1.[C:11]([O:15][C:16]([N:18]1[CH2:23][CH2:22][NH:21][CH:20]([CH2:24][C:25]([O:27][CH3:28])=[O:26])[CH2:19]1)=[O:17])([CH3:14])([CH3:13])[CH3:12].N1C=CC=CC=1. (2) Given the product [Br:1][C:2]1[S:3][C:4]([NH:34][C:35](=[O:41])[O:36][C:37]([CH3:39])([CH3:38])[CH3:40])=[C:5]([C:7](=[O:33])[NH:8][C:9]2[CH:10]=[N:11][N:12]([CH2:29][CH:30]([F:32])[F:31])[C:13]=2[N:14]2[CH2:20][CH2:19][CH2:18][C@H:17]([N:21]([CH3:28])[C:22](=[O:27])[C:23]([F:24])([F:25])[F:26])[CH2:16][CH2:15]2)[N:6]=1, predict the reactants needed to synthesize it. The reactants are: [Br:1][C:2]1[S:3][C:4]([NH:34][C:35](=[O:41])[O:36][C:37]([CH3:40])([CH3:39])[CH3:38])=[C:5]([C:7](=[O:33])[NH:8][C:9]2[CH:10]=[N:11][N:12]([CH2:29][CH:30]([F:32])[F:31])[C:13]=2[N:14]2[CH2:20][CH2:19][CH2:18][C@@H:17]([N:21]([CH3:28])[C:22](=[O:27])[C:23]([F:26])([F:25])[F:24])[CH2:16][CH2:15]2)[N:6]=1.NC1C=NN(CC(F)F)C=1N1CCC[C@H](N(C)C(=O)C(F)(F)F)CC1.BrC1SC(NC(OC(C)(C)C)=O)=C(C(O)=O)N=1. (3) Given the product [NH2:14][C:13]1[O:29][C:25]2[C:26]([CH:9]([C:5]3[CH:6]=[N:7][CH:8]=[C:3]([O:2][CH3:1])[CH:4]=3)[C:12]=1[C:11]#[N:15])=[CH:27][CH:28]=[C:23]([NH2:22])[CH:24]=2, predict the reactants needed to synthesize it. The reactants are: [CH3:1][O:2][C:3]1[CH:4]=[C:5]([CH:9]=O)[CH:6]=[N:7][CH:8]=1.[C:11](#[N:15])[CH2:12][C:13]#[N:14].N1CCCCC1.[NH2:22][C:23]1[CH:24]=[C:25]([OH:29])[CH:26]=[CH:27][CH:28]=1. (4) Given the product [Br:1][C:2]1[CH:10]=[CH:9][C:5]([CH2:6][CH2:7][N:8]2[CH2:12][CH2:13][CH2:14][C:15]2=[O:16])=[CH:4][CH:3]=1, predict the reactants needed to synthesize it. The reactants are: [Br:1][C:2]1[CH:10]=[CH:9][C:5]([CH2:6][CH2:7][NH2:8])=[CH:4][CH:3]=1.Cl[CH2:12][CH2:13][CH2:14][C:15](Cl)=[O:16]. (5) Given the product [N:13]1([CH2:12][CH2:11][NH:10][C:7]2[CH:8]=[CH:9][C:4]([C:3]([OH:19])=[O:2])=[CH:5][CH:6]=2)[CH2:18][CH2:17][O:16][CH2:15][CH2:14]1, predict the reactants needed to synthesize it. The reactants are: C[O:2][C:3](=[O:19])[C:4]1[CH:9]=[CH:8][C:7]([NH:10][CH2:11][CH2:12][N:13]2[CH2:18][CH2:17][O:16][CH2:15][CH2:14]2)=[CH:6][CH:5]=1.COC(=O)C1C=CC(N2CCCC2)=CC=1. (6) Given the product [NH2:1][C:2]1[C:7]([NH2:8])=[CH:6][C:5]([Br:11])=[CH:4][N:3]=1, predict the reactants needed to synthesize it. The reactants are: [NH2:1][C:2]1[C:7]([N+:8]([O-])=O)=[CH:6][C:5]([Br:11])=[CH:4][N:3]=1.Cl.[OH-].[Na+]. (7) Given the product [F:8][C:6]1[CH:5]=[CH:4][C:3]([NH2:9])=[C:2]([O:16][C@H:14]([CH3:15])[C:13]([F:18])([F:17])[F:12])[CH:7]=1, predict the reactants needed to synthesize it. The reactants are: F[C:2]1[CH:7]=[C:6]([F:8])[CH:5]=[CH:4][C:3]=1[N+:9]([O-])=O.[F:12][C:13]([F:18])([F:17])[C@H:14]([OH:16])[CH3:15].